This data is from Forward reaction prediction with 1.9M reactions from USPTO patents (1976-2016). The task is: Predict the product of the given reaction. Given the reactants [CH:1]([O:4][C:5]1[CH:32]=[CH:31][C:8]([C:9]([N:11]2[CH2:16][CH2:15][C:14]3([O:21][C:20]4[CH:22]=[CH:23][CH:24]=[CH:25][C:19]=4[N:18]4[C:26]([C:29]#[N:30])=[CH:27][CH:28]=[C:17]34)[CH2:13][CH2:12]2)=[O:10])=[CH:7][C:6]=1[CH3:33])([CH3:3])[CH3:2].[BH4-].[Na+].Cl, predict the reaction product. The product is: [NH2:30][CH2:29][C:26]1[N:18]2[C:19]3[CH:25]=[CH:24][CH:23]=[CH:22][C:20]=3[O:21][C:14]3([CH2:15][CH2:16][N:11]([C:9]([C:8]4[CH:31]=[CH:32][C:5]([O:4][CH:1]([CH3:2])[CH3:3])=[C:6]([CH3:33])[CH:7]=4)=[O:10])[CH2:12][CH2:13]3)[C:17]2=[CH:28][CH:27]=1.